From a dataset of Reaction yield outcomes from USPTO patents with 853,638 reactions. Predict the reaction yield, written as a fraction of the theoretical maximum amount of product (1.0 means a 100% yield; for example, 0.34 means a 34% yield). The reactants are [CH2:1]([C@@H:5]1[NH:10][CH2:9][C@H:8]([C:11]2[CH:16]=[CH:15][CH:14]=[CH:13][CH:12]=2)[NH:7][C:6]1=[O:17])[CH:2]([CH3:4])[CH3:3].[Cl:18][C:19]1[CH:24]=[CH:23][C:22]([C@@H:25]2[CH2:27][C@H:26]2[C:28](O)=[O:29])=[CH:21][CH:20]=1.C([C@@H]1N(C([C@@H]2C[C@H]2C2C=CC=CC=2)=O)C[C@H](CC(C)C)NC1=O)C(C)C. No catalyst specified. The product is [Cl:18][C:19]1[CH:20]=[CH:21][C:22]([C@@H:25]2[CH2:27][C@H:26]2[C:28]([N:10]2[CH2:9][C@H:8]([C:11]3[CH:12]=[CH:13][CH:14]=[CH:15][CH:16]=3)[NH:7][C:6](=[O:17])[C@@H:5]2[CH2:1][CH:2]([CH3:4])[CH3:3])=[O:29])=[CH:23][CH:24]=1. The yield is 0.787.